From a dataset of Reaction yield outcomes from USPTO patents with 853,638 reactions. Predict the reaction yield, written as a fraction of the theoretical maximum amount of product (1.0 means a 100% yield; for example, 0.34 means a 34% yield). The reactants are C([NH:18][C@H:19]([C:30]([OH:32])=[O:31])[CH2:20][C:21]1[CH:26]=[CH:25][C:24]([C:27](=[O:29])[CH3:28])=[CH:23][CH:22]=1)(OCC1C2C(=CC=CC=2)C2C1=CC=CC=2)=O.N1CCCCC1. The catalyst is O. The product is [C:27]([C:24]1[CH:25]=[CH:26][C:21]([CH2:20][C@@H:19]([C:30]([OH:32])=[O:31])[NH2:18])=[CH:22][CH:23]=1)(=[O:29])[CH3:28]. The yield is 0.880.